Predict the reactants needed to synthesize the given product. From a dataset of Full USPTO retrosynthesis dataset with 1.9M reactions from patents (1976-2016). The reactants are: [CH3:1][N:2]1[C:6]([C:7]2[CH:12]=[C:11]([O:13][C:14]([F:17])([F:16])[F:15])[CH:10]=[CH:9][C:8]=2[OH:18])=[CH:5][CH:4]=[N:3]1.[C:19]([C:21]1[CH:22]=[C:23]([S:28]([NH:31][C:32]2[S:33][CH:34]=[CH:35][N:36]=2)(=[O:30])=[O:29])[CH:24]=[CH:25][C:26]=1F)#[N:20]. Given the product [C:19]([C:21]1[CH:22]=[C:23]([S:28]([NH:31][C:32]2[S:33][CH:34]=[CH:35][N:36]=2)(=[O:30])=[O:29])[CH:24]=[CH:25][C:26]=1[O:18][C:8]1[CH:9]=[CH:10][C:11]([O:13][C:14]([F:15])([F:16])[F:17])=[CH:12][C:7]=1[C:6]1[N:2]([CH3:1])[N:3]=[CH:4][CH:5]=1)#[N:20], predict the reactants needed to synthesize it.